Dataset: Catalyst prediction with 721,799 reactions and 888 catalyst types from USPTO. Task: Predict which catalyst facilitates the given reaction. (1) Reactant: CON(C)[C:4](=[O:22])/[CH:5]=[C:6](/[C:8]1[CH:13]=[CH:12][C:11]([O:14][CH2:15][CH2:16][CH2:17][C:18]([F:21])([F:20])[F:19])=[CH:10][CH:9]=1)\[CH3:7].[C:24]1([CH3:32])[CH:29]=[CH:28][CH:27]=[CH:26][C:25]=1[Mg]Br.CCOCC.[NH4+].[Cl-]. Product: [C:24]1([CH3:32])[CH:29]=[CH:28][C:27]([C:4](=[O:22])/[CH:5]=[C:6](/[C:8]2[CH:9]=[CH:10][C:11]([O:14][CH2:15][CH2:16][CH2:17][C:18]([F:19])([F:20])[F:21])=[CH:12][CH:13]=2)\[CH3:7])=[CH:26][CH:25]=1. The catalyst class is: 20. (2) Reactant: Cl[C:2]1[CH:11]=[C:10]([C:12]([NH:14][CH2:15][C@H:16]2[CH2:21][CH2:20][C@H:19]([CH2:22][NH:23][C:24](=[O:30])[O:25][C:26]([CH3:29])([CH3:28])[CH3:27])[CH2:18][CH2:17]2)=[O:13])[C:9]2[C:4](=[CH:5][CH:6]=[CH:7][CH:8]=2)[N:3]=1.FC(F)(F)C(O)=O.[CH3:38][N:39]([CH3:50])[C:40](=[O:49])[CH2:41][O:42][CH:43]1[CH2:48][CH2:47][NH:46][CH2:45][CH2:44]1. Product: [CH3:38][N:39]([CH3:50])[C:40](=[O:49])[CH2:41][O:42][CH:43]1[CH2:44][CH2:45][N:46]([C:2]2[CH:11]=[C:10]([C:12]([NH:14][CH2:15][C@H:16]3[CH2:21][CH2:20][C@H:19]([CH2:22][NH:23][C:24](=[O:30])[O:25][C:26]([CH3:29])([CH3:28])[CH3:27])[CH2:18][CH2:17]3)=[O:13])[C:9]3[C:4](=[CH:5][CH:6]=[CH:7][CH:8]=3)[N:3]=2)[CH2:47][CH2:48]1. The catalyst class is: 17. (3) The catalyst class is: 11. Product: [CH3:1][O:2][C:3]1[CH:4]=[C:5]([CH2:9][NH:10][CH2:11][CH2:12][O:13][C:14](=[O:19])[C:15]([CH3:18])([CH3:17])[CH3:16])[CH:6]=[CH:7][CH:8]=1. Reactant: [CH3:1][O:2][C:3]1[CH:4]=[C:5]([CH2:9][NH:10][CH2:11][CH2:12][OH:13])[CH:6]=[CH:7][CH:8]=1.[C:14](Cl)(=[O:19])[C:15]([CH3:18])([CH3:17])[CH3:16].N1C=CC=CC=1.